Binary Classification. Given a drug SMILES string, predict its activity (active/inactive) in a high-throughput screening assay against a specified biological target. From a dataset of Tyrosyl-DNA phosphodiesterase HTS with 341,365 compounds. (1) The molecule is O=C(N(C(c1ccc(cc1)C)C(=O)Nc1ccc(OC)cc1)C)CC1NC(=O)NC1=O. The result is 0 (inactive). (2) The compound is O=C(N1CCN(CC1)c1ncccc1)CC1CCCCC1. The result is 0 (inactive). (3) The molecule is S(=O)(=O)(NC(=O)NC1CCCCC1)c1ccc(CCN2C(=O)C(c3c(C2=O)cc(OC)cc3)(C)C)cc1. The result is 0 (inactive). (4) The compound is O=C(N1CCN(CC1)c1ccc(OC)cc1)Cn1c2c(n(c(=O)n(c2=O)C)C)nc1. The result is 0 (inactive). (5) The drug is S(=O)(=O)(Nc1sccn1)c1ccc(NC(=S)NC(=O)C(C)C)cc1. The result is 0 (inactive). (6) The result is 0 (inactive). The drug is Clc1ncccc1C(OCC(=O)N1C(C(=O)Nc2c1cccc2)(C)C)=O.